This data is from Catalyst prediction with 721,799 reactions and 888 catalyst types from USPTO. The task is: Predict which catalyst facilitates the given reaction. (1) Reactant: [Br:1][C:2]1[CH:7]=[CH:6][CH:5]=[C:4]([CH2:8][CH2:9][N:10]2[CH2:15][CH2:14][N:13]([C:16]3[CH:25]=[CH:24][CH:23]=[C:22]4[C:17]=3[CH:18]=[CH:19][C:20]([CH3:26])=[N:21]4)[CH2:12][CH2:11]2)[C:3]=1[OH:27].Br[CH2:29][C:30]([NH2:32])=[O:31].C([O-])([O-])=O.[K+].[K+]. Product: [Br:1][C:2]1[CH:7]=[CH:6][CH:5]=[C:4]([CH2:8][CH2:9][N:10]2[CH2:15][CH2:14][N:13]([C:16]3[CH:25]=[CH:24][CH:23]=[C:22]4[C:17]=3[CH:18]=[CH:19][C:20]([CH3:26])=[N:21]4)[CH2:12][CH2:11]2)[C:3]=1[O:27][CH2:29][C:30]([NH2:32])=[O:31]. The catalyst class is: 21. (2) Reactant: S(Cl)(Cl)=O.O[C:6]1[CH:15]=[C:14]([OH:16])[C:13]([N+:17]([O-:19])=[O:18])=[CH:12][C:7]=1[C:8]([NH:10][OH:11])=[O:9].C(N(CC)CC)C.Cl. Product: [N+:17]([C:13]1[C:14]([OH:16])=[CH:15][C:6]2[O:11][N:10]=[C:8]([OH:9])[C:7]=2[CH:12]=1)([O-:19])=[O:18]. The catalyst class is: 20.